Dataset: Catalyst prediction with 721,799 reactions and 888 catalyst types from USPTO. Task: Predict which catalyst facilitates the given reaction. Reactant: Br[C:2]1[CH:3]=[CH:4][CH:5]=[C:6]2[C:10]=1[NH:9][C:8]([C:11]([O:13][CH2:14][CH3:15])=[O:12])=[C:7]2[CH2:16][CH2:17][CH2:18][O:19][C:20]1[CH:25]=[C:24]([CH3:26])[C:23]([Cl:27])=[C:22]([CH3:28])[CH:21]=1.[B:29]1([B:29]2[O:33][C:32]([CH3:35])([CH3:34])[C:31]([CH3:37])([CH3:36])[O:30]2)[O:33][C:32]([CH3:35])([CH3:34])[C:31]([CH3:37])([CH3:36])[O:30]1.C([O-])(=O)C.[K+]. Product: [Cl:27][C:23]1[C:24]([CH3:26])=[CH:25][C:20]([O:19][CH2:18][CH2:17][CH2:16][C:7]2[C:6]3[C:10](=[C:2]([B:29]4[O:33][C:32]([CH3:35])([CH3:34])[C:31]([CH3:37])([CH3:36])[O:30]4)[CH:3]=[CH:4][CH:5]=3)[NH:9][C:8]=2[C:11]([O:13][CH2:14][CH3:15])=[O:12])=[CH:21][C:22]=1[CH3:28]. The catalyst class is: 3.